From a dataset of Forward reaction prediction with 1.9M reactions from USPTO patents (1976-2016). Predict the product of the given reaction. (1) Given the reactants FC(F)(F)[C:3]1[CH:4]=[C:5]2[C:10](=[CH:11][CH:12]=1)[N:9]=[C:8]([CH3:13])[CH:7]=[CH:6]2.[CH3:16]C1C=CC=CC=1N, predict the reaction product. The product is: [CH3:13][C:8]1[CH:7]=[CH:6][C:5]2[C:10](=[C:11]([CH3:16])[CH:12]=[CH:3][CH:4]=2)[N:9]=1. (2) Given the reactants [CH3:1][C:2]1[NH:3][C:4]2[C:9]([CH:10]=1)=[CH:8][C:7]([CH3:11])=[CH:6][CH:5]=2.CC[Mg+].[Br-].Cl[C:17]1[C:26]2[C:21](=[CH:22][C:23]([Cl:27])=[CH:24][CH:25]=2)[N:20]=[CH:19][CH:18]=1.CCOC(C)=O, predict the reaction product. The product is: [Cl:27][C:23]1[CH:22]=[C:21]2[C:26]([C:17]([C:10]3[C:9]4[C:4](=[CH:5][CH:6]=[C:7]([CH3:11])[CH:8]=4)[NH:3][C:2]=3[CH3:1])=[CH:18][CH:19]=[N:20]2)=[CH:25][CH:24]=1. (3) Given the reactants Cl[C:2]1[C:11]2[C:6](=[CH:7][CH:8]=[CH:9][CH:10]=2)[N:5]=[CH:4][C:3]=1[N+:12]([O-:14])=[O:13].[NH2:15][CH2:16][CH:17]([OH:27])[CH2:18][NH:19][C:20](=[O:26])[O:21][C:22]([CH3:25])([CH3:24])[CH3:23].C(N(CC)CC)C, predict the reaction product. The product is: [OH:27][CH:17]([CH2:16][NH:15][C:2]1[C:11]2[C:6](=[CH:7][CH:8]=[CH:9][CH:10]=2)[N:5]=[CH:4][C:3]=1[N+:12]([O-:14])=[O:13])[CH2:18][NH:19][C:20](=[O:26])[O:21][C:22]([CH3:24])([CH3:25])[CH3:23]. (4) Given the reactants [CH3:1][C@@H:2]1[CH2:6][CH2:5][CH2:4][N:3]1[C:7]1[C:8]([C:21]2[CH:26]=[CH:25][CH:24]=[CH:23][CH:22]=2)=[N:9][C:10]2[C:15]([N:16]=1)=[CH:14][C:13]([C:17]([O:19]C)=[O:18])=[CH:12][CH:11]=2.[OH-].[Na+], predict the reaction product. The product is: [CH3:1][C@H:2]1[CH2:6][CH2:5][CH2:4][N:3]1[C:7]1[C:8]([C:21]2[CH:26]=[CH:25][CH:24]=[CH:23][CH:22]=2)=[N:9][C:10]2[C:15]([N:16]=1)=[CH:14][C:13]([C:17]([OH:19])=[O:18])=[CH:12][CH:11]=2.